From a dataset of Full USPTO retrosynthesis dataset with 1.9M reactions from patents (1976-2016). Predict the reactants needed to synthesize the given product. (1) Given the product [F:1][C:2]1[CH:3]=[C:4]([C:8]2[N:9]=[C:10]3[NH:21][C:25](=[O:26])[NH:20][C:11]3=[CH:12][C:13]=2[C:14]2[CH:19]=[CH:18][N:17]=[CH:16][CH:15]=2)[CH:5]=[CH:6][CH:7]=1, predict the reactants needed to synthesize it. The reactants are: [F:1][C:2]1[CH:3]=[C:4]([C:8]2[C:13]([C:14]3[CH:19]=[CH:18][N:17]=[CH:16][CH:15]=3)=[CH:12][C:11]([NH2:20])=[C:10]([NH2:21])[N:9]=2)[CH:5]=[CH:6][CH:7]=1.O.CN(C)[CH:25]=[O:26]. (2) Given the product [CH3:25][O:26][C:27]1[CH:32]=[C:31]([O:33][CH3:34])[CH:30]=[CH:29][C:28]=1[O:35][C:2]1[CH:20]=[CH:19][C:18]([C:21]([F:24])([F:23])[F:22])=[CH:17][C:3]=1[C:4]([NH:6][C:7]1[CH:8]=[CH:9][C:10]([C:13]([O:15][CH3:16])=[O:14])=[N:11][CH:12]=1)=[O:5], predict the reactants needed to synthesize it. The reactants are: F[C:2]1[CH:20]=[CH:19][C:18]([C:21]([F:24])([F:23])[F:22])=[CH:17][C:3]=1[C:4]([NH:6][C:7]1[CH:8]=[CH:9][C:10]([C:13]([O:15][CH3:16])=[O:14])=[N:11][CH:12]=1)=[O:5].[CH3:25][O:26][C:27]1[CH:32]=[C:31]([O:33][CH3:34])[CH:30]=[CH:29][C:28]=1[OH:35].C(=O)([O-])[O-].[Cs+].[Cs+]. (3) Given the product [Br:14][CH:9]([C:4]1[CH:3]=[C:2]([Cl:1])[CH:7]=[C:6]([Cl:8])[CH:5]=1)[C:10]([O:12][CH3:13])=[O:11], predict the reactants needed to synthesize it. The reactants are: [Cl:1][C:2]1[CH:3]=[C:4]([CH2:9][C:10]([O:12][CH3:13])=[O:11])[CH:5]=[C:6]([Cl:8])[CH:7]=1.[Br:14]N1C(=O)CCC1=O.N(C(C)(C)C#N)=NC(C)(C)C#N. (4) The reactants are: [I:1][C:2]1[CH:3]=[C:4]([NH2:10])[C:5]([NH:8][CH3:9])=[CH:6][CH:7]=1.[Cl:11][C:12]1[C:13]([C:18](O)=O)=[N:14][CH:15]=[CH:16][CH:17]=1.CCN=C=NCCCN(C)C.C1C=CC2N(O)N=NC=2C=1. Given the product [Cl:11][C:12]1[C:13]([C:18]2[N:8]([CH3:9])[C:5]3[CH:6]=[CH:7][C:2]([I:1])=[CH:3][C:4]=3[N:10]=2)=[N:14][CH:15]=[CH:16][CH:17]=1, predict the reactants needed to synthesize it. (5) Given the product [CH:1](=[N:17][C:15]1[CH:14]=[C:13]([O:18][CH3:19])[N:12]=[C:11]([O:10][CH3:9])[N:16]=1)[C:2]1[CH:7]=[CH:6][CH:5]=[CH:4][CH:3]=1, predict the reactants needed to synthesize it. The reactants are: [CH:1](=O)[C:2]1[CH:7]=[CH:6][CH:5]=[CH:4][CH:3]=1.[CH3:9][O:10][C:11]1[N:16]=[C:15]([NH2:17])[CH:14]=[C:13]([O:18][CH3:19])[N:12]=1.